Dataset: Forward reaction prediction with 1.9M reactions from USPTO patents (1976-2016). Task: Predict the product of the given reaction. (1) Given the reactants [Cl:1][C:2]1[CH:11]=[C:10]2[C:5]([N:6]=[C:7]([O:20][CH3:21])[C:8](/[CH:12]=[N:13]/[S@:14]([C:16]([CH3:19])([CH3:18])[CH3:17])=[O:15])=[N:9]2)=[CH:4][CH:3]=1.[CH3:22][Mg]Cl, predict the reaction product. The product is: [Cl:1][C:2]1[CH:11]=[C:10]2[C:5]([N:6]=[C:7]([O:20][CH3:21])[C:8]([C@@H:12]([NH:13][S@:14]([C:16]([CH3:17])([CH3:18])[CH3:19])=[O:15])[CH3:22])=[N:9]2)=[CH:4][CH:3]=1. (2) Given the reactants [I-].[CH3:2][S+](C)(C)=O.[H-].[Na+].[O:9]=[C:10]([CH3:26])[CH2:11][N:12]1[CH2:18][CH2:17][CH2:16][N:15]([C:19]([O:21][C:22]([CH3:25])([CH3:24])[CH3:23])=[O:20])[CH2:14][CH2:13]1, predict the reaction product. The product is: [CH3:26][C:10]1([CH2:11][N:12]2[CH2:18][CH2:17][CH2:16][N:15]([C:19]([O:21][C:22]([CH3:25])([CH3:24])[CH3:23])=[O:20])[CH2:14][CH2:13]2)[CH2:2][O:9]1.